Dataset: KCNQ2 potassium channel screen with 302,405 compounds. Task: Binary Classification. Given a drug SMILES string, predict its activity (active/inactive) in a high-throughput screening assay against a specified biological target. The drug is S(=O)(=O)(CCC(=O)N1CCN(CC1)c1c(ccc(c1)C)C)c1cc2NC(=O)C(Sc2cc1)C. The result is 0 (inactive).